Dataset: Forward reaction prediction with 1.9M reactions from USPTO patents (1976-2016). Task: Predict the product of the given reaction. Given the reactants C(OC(=O)[NH:7][CH:8]1[CH2:14][CH:13]2[N:15]([CH2:16][CH:17]([C:19]3[C:28]4[C:23](=[CH:24][CH:25]=[C:26]([O:29][CH3:30])[N:27]=4)[N:22]=[CH:21][C:20]=3[Cl:31])[OH:18])[CH:10]([CH2:11][CH2:12]2)[CH2:9]1)(C)(C)C.FC(F)(F)C(O)=O.[OH-].[Na+], predict the reaction product. The product is: [NH2:7][CH:8]1[CH2:9][CH:10]2[N:15]([CH2:16][CH:17]([C:19]3[C:28]4[C:23](=[CH:24][CH:25]=[C:26]([O:29][CH3:30])[N:27]=4)[N:22]=[CH:21][C:20]=3[Cl:31])[OH:18])[CH:13]([CH2:12][CH2:11]2)[CH2:14]1.